Dataset: Full USPTO retrosynthesis dataset with 1.9M reactions from patents (1976-2016). Task: Predict the reactants needed to synthesize the given product. (1) Given the product [Br:1][C:2]1[C:3]([N:19]([CH3:24])[S:20]([CH3:23])(=[O:21])=[O:22])=[CH:4][C:5]2[O:9][C:8]([C:10]([OH:12])=[O:11])=[C:7]([C:14](=[O:17])[NH:15][CH3:16])[C:6]=2[CH:18]=1, predict the reactants needed to synthesize it. The reactants are: [Br:1][C:2]1[C:3]([N:19]([CH3:24])[S:20]([CH3:23])(=[O:22])=[O:21])=[CH:4][C:5]2[O:9][C:8]([C:10]([O:12]C)=[O:11])=[C:7]([C:14](=[O:17])[NH:15][CH3:16])[C:6]=2[CH:18]=1.O[Li].O. (2) Given the product [Cl:13][C:14]1[CH:15]=[CH:16][C:17]([NH:31][C:2]2[C:3]3[C:8](=[N:7][C:6]([CH3:12])=[CH:5][CH:4]=3)[N:9]=[CH:10][CH:11]=2)=[C:18]([S:20][C:21]2[CH:22]=[CH:23][C:24]([NH:27][C:28](=[O:30])[CH3:29])=[CH:25][CH:26]=2)[CH:19]=1, predict the reactants needed to synthesize it. The reactants are: Cl[C:2]1[CH:11]=[CH:10][N:9]=[C:8]2[C:3]=1[CH:4]=[CH:5][C:6]([CH3:12])=[N:7]2.[Cl:13][C:14]1[CH:15]=[CH:16][C:17]([N+:31]([O-])=O)=[C:18]([S:20][C:21]2[CH:26]=[CH:25][C:24]([NH:27][C:28](=[O:30])[CH3:29])=[CH:23][CH:22]=2)[CH:19]=1. (3) Given the product [C:1]([O-:5])(=[O:4])[CH:2]=[CH2:3].[CH2:6]([NH:8][CH2:9][CH3:10])[CH3:7], predict the reactants needed to synthesize it. The reactants are: [C:1]([O-:5])(=[O:4])[CH:2]=[CH2:3].[CH2:6]([NH:8][CH2:9][CH3:10])[CH3:7].C(C1C=CC(P([O-])([O-])[O-])=C(CCCCCCCCC)C=1CCCCCCCCC)CCCCCCCC. (4) Given the product [Cl:4][C:5]1[CH:27]=[C:26]([C:28]([NH:30][C@@H:31]([C:33]2[C:42]3[C:37](=[CH:38][CH:39]=[CH:40][CH:41]=3)[CH:36]=[CH:35][CH:34]=2)[CH3:32])=[O:29])[CH:25]=[C:24]([Cl:43])[C:6]=1[C:7]([NH:9][C@H:10]([C:20]([OH:22])=[O:21])[CH2:11][NH:12][C:13]([C:15]1[S:16][CH:17]=[CH:18][CH:19]=1)=[O:14])=[O:8], predict the reactants needed to synthesize it. The reactants are: O.[OH-].[Li+].[Cl:4][C:5]1[CH:27]=[C:26]([C:28]([NH:30][C@@H:31]([C:33]2[C:42]3[C:37](=[CH:38][CH:39]=[CH:40][CH:41]=3)[CH:36]=[CH:35][CH:34]=2)[CH3:32])=[O:29])[CH:25]=[C:24]([Cl:43])[C:6]=1[C:7]([NH:9][C@H:10]([C:20]([O:22]C)=[O:21])[CH2:11][NH:12][C:13]([C:15]1[S:16][CH:17]=[CH:18][CH:19]=1)=[O:14])=[O:8]. (5) Given the product [N:17]1([CH2:16][CH:12]2[CH2:13][CH2:14][CH2:15][N:10]([C:8]([C:7]3[CH:6]=[CH:5][C:4]([N:1]4[CH:25]=[C:24]([C:26]5[C:34]6[C:29](=[CH:30][CH:31]=[CH:32][CH:33]=6)[NH:28][N:27]=5)[N:3]=[N:2]4)=[CH:23][CH:22]=3)=[O:9])[CH2:11]2)[CH2:21][CH2:20][CH2:19][CH2:18]1, predict the reactants needed to synthesize it. The reactants are: [N:1]([C:4]1[CH:23]=[CH:22][C:7]([C:8]([N:10]2[CH2:15][CH2:14][CH2:13][CH:12]([CH2:16][N:17]3[CH2:21][CH2:20][CH2:19][CH2:18]3)[CH2:11]2)=[O:9])=[CH:6][CH:5]=1)=[N+:2]=[N-:3].[C:24]([C:26]1[C:34]2[C:29](=[CH:30][CH:31]=[CH:32][CH:33]=2)[NH:28][N:27]=1)#[CH:25]. (6) The reactants are: [Mg].[F:2][C:3]1[C:8]([F:9])=[CH:7][CH:6]=[CH:5][C:4]=1Br.[CH2:11]([C@H:16]1[CH2:21][CH2:20][C@H:19]([CH2:22][CH2:23][CH2:24][CH2:25][CH:26]2[CH2:31][CH2:30][C:29](=O)[CH2:28][CH2:27]2)[CH2:18][CH2:17]1)[CH2:12][CH2:13][CH2:14][CH3:15].[Cl-].[NH4+]. Given the product [F:9][C:8]1[CH:7]=[CH:6][CH:5]=[C:4]([C:29]2[CH2:30][CH2:31][CH:26]([CH2:25][CH2:24][CH2:23][CH2:22][C@H:19]3[CH2:18][CH2:17][C@H:16]([CH2:11][CH2:12][CH2:13][CH2:14][CH3:15])[CH2:21][CH2:20]3)[CH2:27][CH:28]=2)[C:3]=1[F:2], predict the reactants needed to synthesize it. (7) Given the product [NH2:22][C:20]1[S:21][C:2]([C:3]([O:5][CH2:6][CH3:7])=[O:4])=[C:8]([C:10]2[CH:15]=[C:14]([Cl:16])[CH:13]=[CH:12][C:11]=2[O:17][CH3:18])[N:19]=1, predict the reactants needed to synthesize it. The reactants are: Br[CH:2]([C:8]([C:10]1[CH:15]=[C:14]([Cl:16])[CH:13]=[CH:12][C:11]=1[O:17][CH3:18])=O)[C:3]([O:5][CH2:6][CH3:7])=[O:4].[NH2:19][C:20]([NH2:22])=[S:21]. (8) Given the product [CH:15]1[C:16]2[C:11](=[CH:10][C:9]([C:34]3[S:35][CH:36]=[CH:37][C:33]=3[C:31]([O:30][CH3:29])=[O:32])=[CH:18][CH:17]=2)[CH:12]=[CH:13][C:14]=1[C:34]1[S:35][CH:36]=[CH:37][C:33]=1[C:31]([O:30][CH3:29])=[O:39], predict the reactants needed to synthesize it. The reactants are: CC1(C)C(C)(C)OB([C:9]2[CH:18]=[CH:17][C:16]3[C:11](=[CH:12][CH:13]=[C:14](B4OC(C)(C)C(C)(C)O4)[CH:15]=3)[CH:10]=2)O1.[CH3:29][O:30][C:31]([C:33]1[CH:37]=[CH:36][S:35][C:34]=1Br)=[O:32].[OH2:39].P([O-])([O-])([O-])=O.[K+].[K+].[K+]. (9) The reactants are: [C:1]([NH:8][C:9]([O:11][C:12]([CH3:15])([CH3:14])[CH3:13])=[O:10])([O:3][C:4]([CH3:7])([CH3:6])[CH3:5])=[O:2].[H-].[Na+].Br[CH2:19][C:20]1[CH:27]=[CH:26][C:23]([C:24]#[N:25])=[CH:22][CH:21]=1. Given the product [C:24]([C:23]1[CH:26]=[CH:27][C:20]([CH2:19][N:8]([C:1]([O:3][C:4]([CH3:6])([CH3:7])[CH3:5])=[O:2])[C:9]([O:11][C:12]([CH3:15])([CH3:14])[CH3:13])=[O:10])=[CH:21][CH:22]=1)#[N:25], predict the reactants needed to synthesize it.